From a dataset of Full USPTO retrosynthesis dataset with 1.9M reactions from patents (1976-2016). Predict the reactants needed to synthesize the given product. (1) The reactants are: [O:1]1[CH2:6][CH2:5][N:4]([CH2:7][CH2:8][N:9]2[CH2:17][C:16]3[C:11](=[CH:12][CH:13]=[C:14]([C:18]4[S:19][CH:20]=[CH:21][CH:22]=4)[CH:15]=3)[C:10]2=[O:23])[CH2:3][CH2:2]1.BrN1C(=O)CCC1=O.BrC1SC(C2C=C3C(=CC=2)C(=O)N(CCN2CCOCC2)C3)=CC=1.CC1(C)C(C)(C)OB([C:64]2[CH:65]=[C:66]([NH:70][C:71](=[O:77])[O:72][C:73]([CH3:76])([CH3:75])[CH3:74])[CH:67]=[N:68][CH:69]=2)O1. Given the product [O:1]1[CH2:6][CH2:5][N:4]([CH2:7][CH2:8][N:9]2[CH2:17][C:16]3[C:11](=[CH:12][CH:13]=[C:14]([C:18]4[S:19][C:20]([C:64]5[CH:65]=[C:66]([NH:70][C:71](=[O:77])[O:72][C:73]([CH3:75])([CH3:74])[CH3:76])[CH:67]=[N:68][CH:69]=5)=[CH:21][CH:22]=4)[CH:15]=3)[C:10]2=[O:23])[CH2:3][CH2:2]1, predict the reactants needed to synthesize it. (2) Given the product [CH2:7]([NH:9][C:10]([N:19]1[C:15]([CH:12]2[CH2:13][CH2:14]2)=[CH:16][C:17]([O:20][C:21]2[C:26]([Cl:27])=[CH:25][C:24]([C:28]([F:31])([F:29])[F:30])=[CH:23][C:22]=2[Cl:32])=[N:18]1)=[O:11])[CH3:8], predict the reactants needed to synthesize it. The reactants are: C(=O)([O-])[O-].[K+].[K+].[CH2:7]([N:9]=[C:10]=[O:11])[CH3:8].[CH:12]1([C:15]2[NH:19][N:18]=[C:17]([O:20][C:21]3[C:26]([Cl:27])=[CH:25][C:24]([C:28]([F:31])([F:30])[F:29])=[CH:23][C:22]=3[Cl:32])[CH:16]=2)[CH2:14][CH2:13]1.Cl. (3) Given the product [NH2:9][C:10]1[C:11]2[C:18]([C:19]3[CH:20]=[N:21][C:22]4[C:27]([CH:28]=3)=[CH:26][CH:25]=[CH:24][CH:23]=4)=[C:17]([Br:1])[N:16]([CH2:29][CH2:30][C@@H:31]([NH:34][C:35](=[O:41])[O:36][C:37]([CH3:40])([CH3:39])[CH3:38])[CH:32]=[CH2:33])[C:12]=2[N:13]=[CH:14][N:15]=1, predict the reactants needed to synthesize it. The reactants are: [Br:1]N1C(=O)CCC1=O.[NH2:9][C:10]1[C:11]2[C:18]([C:19]3[CH:20]=[N:21][C:22]4[C:27]([CH:28]=3)=[CH:26][CH:25]=[CH:24][CH:23]=4)=[CH:17][N:16]([CH2:29][CH2:30][C@@H:31]([NH:34][C:35](=[O:41])[O:36][C:37]([CH3:40])([CH3:39])[CH3:38])[CH:32]=[CH2:33])[C:12]=2[N:13]=[CH:14][N:15]=1.S([O-])([O-])(=O)=S.[Na+].[Na+].C(=O)(O)[O-].[Na+].